Task: Predict the reaction yield, written as a fraction of the theoretical maximum amount of product (1.0 means a 100% yield; for example, 0.34 means a 34% yield).. Dataset: Reaction yield outcomes from USPTO patents with 853,638 reactions (1) The reactants are [NH2:1][CH:2]1[CH2:7][N:6]([C:8](=[O:20])[C:9]2[CH:14]=[CH:13][CH:12]=[C:11]([C:15]3[O:16][CH:17]=[CH:18][CH:19]=3)[CH:10]=2)[CH2:5][CH:4]([C:21]([NH:23][C:24]2[CH:29]=[CH:28][C:27]([Cl:30])=[CH:26][CH:25]=2)=[O:22])[CH2:3]1.[CH:31](=O)[C:32]1[CH:37]=[CH:36][CH:35]=[CH:34][CH:33]=1.C(O[BH-](OC(=O)C)OC(=O)C)(=O)C.[Na+].ClCCl. The catalyst is ClC(Cl)C. The product is [CH2:31]([NH:1][CH:2]1[CH2:7][N:6]([C:8](=[O:20])[C:9]2[CH:14]=[CH:13][CH:12]=[C:11]([C:15]3[O:16][CH:17]=[CH:18][CH:19]=3)[CH:10]=2)[CH2:5][CH:4]([C:21]([NH:23][C:24]2[CH:25]=[CH:26][C:27]([Cl:30])=[CH:28][CH:29]=2)=[O:22])[CH2:3]1)[C:32]1[CH:37]=[CH:36][CH:35]=[CH:34][CH:33]=1. The yield is 0.130. (2) The catalyst is O1CCOCC1.C1C=CC(P(C2C=CC=CC=2)[C-]2C=CC=C2)=CC=1.C1C=CC(P(C2C=CC=CC=2)[C-]2C=CC=C2)=CC=1.Cl[Pd]Cl.[Fe+2].C(Cl)Cl. The product is [CH:20]1([N:15]2[CH2:14][C:13]3([CH2:23][CH2:24][N:10]([CH:8]([C:5]4[CH:6]=[CH:7][C:2]([C:33]5[CH:42]=[C:41]6[C:36]([CH:37]=[CH:38][CH:39]=[N:40]6)=[CH:35][CH:34]=5)=[CH:3][CH:4]=4)[CH3:9])[CH2:11][CH2:12]3)[O:18][CH2:17][C:16]2=[O:19])[CH2:22][CH2:21]1. The yield is 0.180. The reactants are Br[C:2]1[CH:7]=[CH:6][C:5]([CH:8]([N:10]2[CH2:24][CH2:23][C:13]3([O:18][CH2:17][C:16](=[O:19])[N:15]([CH:20]4[CH2:22][CH2:21]4)[CH2:14]3)[CH2:12][CH2:11]2)[CH3:9])=[CH:4][CH:3]=1.CC1(C)C(C)(C)OB([C:33]2[CH:42]=[C:41]3[C:36]([CH:37]=[CH:38][CH:39]=[N:40]3)=[CH:35][CH:34]=2)O1.C(=O)([O-])[O-].[K+].[K+]. (3) The reactants are I[C:2]1[CH:3]=[N:4][N:5]([CH2:7][O:8][CH3:9])[CH:6]=1.C([Mg]Cl)(C)C.[F:15][C:16]1([F:23])[CH2:21][CH2:20][C:19](=[O:22])[CH2:18][CH2:17]1.[Cl-].[NH4+]. The catalyst is C1COCC1. The product is [F:15][C:16]1([F:23])[CH2:21][CH2:20][C:19]([C:2]2[CH:3]=[N:4][N:5]([CH2:7][O:8][CH3:9])[CH:6]=2)([OH:22])[CH2:18][CH2:17]1. The yield is 0.660. (4) The catalyst is C(#N)C.O. The reactants are [Cl:1][C:2]1[CH:10]=[C:9]2[C:5]([C:6]3([C@@H:15]([C:16]4[CH:21]=[CH:20][CH:19]=[C:18]([Cl:22])[C:17]=4[F:23])[C@H:14]([C:24]([NH:26][C@H:27]4[CH2:32][CH2:31][C@H:30]([OH:33])[CH2:29][CH2:28]4)=[O:25])[N:13]([C@H](C4C=CC=CC=4)[C@@H](O)C4C=CC=CC=4)[C:12]43[CH2:53][CH2:52][C:51]([CH3:55])([CH3:54])[CH2:50][CH2:49]4)[C:7](=[O:11])[NH:8]2)=[CH:4][CH:3]=1.[N+]([O-])([O-])=O.[NH4+].[NH4+].[Ce+4].[N+]([O-])([O-])=O.[N+]([O-])([O-])=O.[N+]([O-])([O-])=O.[N+]([O-])([O-])=O.[N+]([O-])([O-])=O.C(=O)([O-])[O-].[K+].[K+]. The yield is 0.530. The product is [Cl:1][C:2]1[CH:10]=[C:9]2[C:5]([C@@:6]3([C@@H:15]([C:16]4[CH:21]=[CH:20][CH:19]=[C:18]([Cl:22])[C:17]=4[F:23])[C@H:14]([C:24]([NH:26][C@H:27]4[CH2:32][CH2:31][C@H:30]([OH:33])[CH2:29][CH2:28]4)=[O:25])[NH:13][C:12]43[CH2:49][CH2:50][C:51]([CH3:55])([CH3:54])[CH2:52][CH2:53]4)[C:7](=[O:11])[NH:8]2)=[CH:4][CH:3]=1. (5) The reactants are [CH3:1][C:2]1[N:3]=[C:4]([C:8]2[NH:9][C:10]3[C:15]([CH:16]=2)=[CH:14][CH:13]=[CH:12][C:11]=3[NH2:17])[S:5][C:6]=1[CH3:7].[S:18]1[CH:22]=[CH:21][CH:20]=[C:19]1[S:23](Cl)(=[O:25])=[O:24]. The catalyst is N1C=CC=CC=1. The product is [CH3:1][C:2]1[N:3]=[C:4]([C:8]2[NH:9][C:10]3[C:15]([CH:16]=2)=[CH:14][CH:13]=[CH:12][C:11]=3[NH:17][S:23]([C:19]2[S:18][CH:22]=[CH:21][CH:20]=2)(=[O:25])=[O:24])[S:5][C:6]=1[CH3:7]. The yield is 0.890. (6) The reactants are [SH:1][CH2:2][CH2:3][C:4]([OH:6])=[O:5].[F:7][C:8]([F:12])([F:11])[CH:9]=[CH2:10]. The catalyst is C1(C)C=CC=CC=1. The product is [F:7][C:8]([F:12])([F:11])[CH2:9][CH2:10][S:1][CH2:2][CH2:3][C:4]([OH:6])=[O:5]. The yield is 0.760.